Dataset: Catalyst prediction with 721,799 reactions and 888 catalyst types from USPTO. Task: Predict which catalyst facilitates the given reaction. (1) Reactant: ClC1C=CC(S[CH:9]2[C:18]3[C:13](=[C:14]([F:20])[CH:15]=[CH:16][C:17]=3[F:19])[O:12][CH2:11][CH:10]2[CH2:21][NH:22][CH2:23][CH2:24][OH:25])=CC=1.[CH3:38][C:37]([O:36][C:34](O[C:34]([O:36][C:37]([CH3:40])([CH3:39])[CH3:38])=[O:35])=[O:35])([CH3:40])[CH3:39].[CH:41]1[CH:46]=[C:45]([Cl:47])[CH:44]=[C:43](C(OO)=O)[CH:42]=1.[S:52]([O-:56])([O-])(=[O:54])=S.[Na+].[Na+]. Product: [C:37]([O:36][C:34](=[O:35])[N:22]([CH2:21][CH:10]1[CH:9]([S:52]([C:42]2[CH:41]=[CH:46][C:45]([Cl:47])=[CH:44][CH:43]=2)(=[O:56])=[O:54])[C:18]2[C:13](=[C:14]([F:20])[CH:15]=[CH:16][C:17]=2[F:19])[O:12][CH2:11]1)[CH2:23][CH2:24][OH:25])([CH3:38])([CH3:39])[CH3:40]. The catalyst class is: 34. (2) The catalyst class is: 4. Reactant: C(N(CC)CC)C.O=C1CCC(=O)N1[O:15][C:16](=O)[CH2:17][C:18]#[N:19].[CH3:21][C@H:22]1[CH2:27][CH2:26][NH:25][CH2:24][C@H:23]1[NH:28][C:29](=[O:35])[O:30][C:31]([CH3:34])([CH3:33])[CH3:32]. Product: [C:18]([CH2:17][C:16]([N:25]1[CH2:26][CH2:27][C@H:22]([CH3:21])[C@H:23]([NH:28][C:29](=[O:35])[O:30][C:31]([CH3:34])([CH3:33])[CH3:32])[CH2:24]1)=[O:15])#[N:19]. (3) Reactant: [C:1]([O:5][C:6](=[O:21])[NH:7][C@@H:8]1[C:14](=[O:15])[N:13]([CH3:16])[C:12]2[CH:17]=[CH:18][CH:19]=[CH:20][C:11]=2[NH:10][CH2:9]1)([CH3:4])([CH3:3])[CH3:2].[C:22](=[O:24])=[O:23].Br[CH2:26][CH:27]1[CH2:29][CH2:28]1.C(=O)([O-])[O-].[Cs+].[Cs+]. Product: [CH:27]1([CH2:26][O:23][C:22]([N:10]2[CH2:9][C@H:8]([NH:7][C:6]([O:5][C:1]([CH3:4])([CH3:2])[CH3:3])=[O:21])[C:14](=[O:15])[N:13]([CH3:16])[C:12]3[CH:17]=[CH:18][CH:19]=[CH:20][C:11]2=3)=[O:24])[CH2:29][CH2:28]1. The catalyst class is: 9.